Dataset: Catalyst prediction with 721,799 reactions and 888 catalyst types from USPTO. Task: Predict which catalyst facilitates the given reaction. (1) Reactant: [NH3:1].Cl[C:3]1[N:8]=[CH:7][N:6]=[C:5]([NH:9][C:10]2[CH:18]=[C:17]3[C:13]([CH:14]=[CH:15][NH:16]3)=[CH:12][CH:11]=2)[CH:4]=1. Product: [NH2:1][C:3]1[N:8]=[CH:7][N:6]=[C:5]([NH:9][C:10]2[CH:18]=[C:17]3[C:13]([CH:14]=[CH:15][NH:16]3)=[CH:12][CH:11]=2)[CH:4]=1. The catalyst class is: 5. (2) Reactant: [CH:1]([C@H:4]1[C:8](=[O:9])[O:7][C@H:6]([C@@H:10]([NH:31][C:32](=[O:38])[O:33][C:34]([CH3:37])([CH3:36])[CH3:35])[CH2:11][C@H:12]([CH2:16][C:17]2[CH:25]=[C:24]3[C:20]([CH:21]=[N:22][N:23]3[CH2:26][CH2:27][CH2:28][O:29][CH3:30])=[CH:19][CH:18]=2)[CH:13]([CH3:15])[CH3:14])[CH2:5]1)([CH3:3])[CH3:2].OC1C=CC=CN=1.[NH2:46][CH2:47][C:48]([CH3:53])([CH3:52])[C:49]([NH2:51])=[O:50]. Product: [NH2:51][C:49](=[O:50])[C:48]([CH3:53])([CH3:52])[CH2:47][NH:46][C:8]([C@H:4]([CH:1]([CH3:3])[CH3:2])[CH2:5][C@H:6]([OH:7])[C@@H:10]([NH:31][C:32](=[O:38])[O:33][C:34]([CH3:36])([CH3:35])[CH3:37])[CH2:11][C@H:12]([CH2:16][C:17]1[CH:25]=[C:24]2[C:20]([CH:21]=[N:22][N:23]2[CH2:26][CH2:27][CH2:28][O:29][CH3:30])=[CH:19][CH:18]=1)[CH:13]([CH3:14])[CH3:15])=[O:9]. The catalyst class is: 424. (3) Product: [N:16]1([S:8]([C:5]2[CH:4]=[CH:3][C:2]([Cl:15])=[CH:7][N:6]=2)(=[O:10])=[O:27])[CH2:19][CH2:18][CH2:17]1. The catalyst class is: 473. Reactant: Cl[C:2]1[CH:3]=[CH:4][C:5]([SH:8])=[N:6][CH:7]=1.Cl([O-])(=O)(=O)=[O:10].[Na+].[ClH:15].[NH:16]1[CH2:19][CH2:18][CH2:17]1.C(N(CC)CC)C.[OH2:27]. (4) Reactant: [C:1]([S:4][CH:5]1[CH2:10][CH2:9][N:8](C(C2C=CC=CC=2)(C2C=CC=CC=2)C2C=CC=CC=2)[CH2:7]/[C:6]/1=[CH:30]\[C:31]1[N:35]([CH2:36][CH2:37][CH2:38][C:39]([O:41][CH2:42][CH3:43])=[O:40])[N:34]=[N:33][CH:32]=1)(=[O:3])[CH3:2].[F:44][C:45]([F:50])([F:49])[C:46]([OH:48])=[O:47]. Product: [F:44][C:45]([F:50])([F:49])[C:46]([OH:48])=[O:47].[C:1]([S:4][CH:5]1[CH2:10][CH2:9][NH:8][CH2:7]/[C:6]/1=[CH:30]\[C:31]1[N:35]([CH2:36][CH2:37][CH2:38][C:39]([O:41][CH2:42][CH3:43])=[O:40])[N:34]=[N:33][CH:32]=1)(=[O:3])[CH3:2]. The catalyst class is: 4. (5) Reactant: [C:1]([N:4]1[CH2:9][CH2:8][N:7]([C:10]2[CH:11]=[CH:12][C:13]([CH2:16][CH2:17][C:18]3[CH:19]=[C:20]([CH2:23][CH2:24][CH2:25][OH:26])[S:21][CH:22]=3)=[N:14][CH:15]=2)[CH2:6][CH2:5]1)(=[O:3])[CH3:2].[C:27]([N:34]1C=CN=C1)(N1C=CN=C1)=[O:28].O1CCCC1.[NH2:44]N.O.NN. Product: [C:1]([N:4]1[CH2:9][CH2:8][N:7]([C:10]2[CH:11]=[CH:12][C:13]([CH2:16][CH2:17][C:18]3[CH:19]=[C:20]([CH2:23][CH2:24][CH2:25][O:26][C:27]([NH:34][NH2:44])=[O:28])[S:21][CH:22]=3)=[N:14][CH:15]=2)[CH2:6][CH2:5]1)(=[O:3])[CH3:2]. The catalyst class is: 7. (6) Reactant: [C:1]([CH2:3][C:4]([NH2:6])=[O:5])#[N:2].[F:7][CH:8]([C:12](=O)[CH3:13])[C:9](=O)[CH3:10].N1CCCCC1. Product: [F:7][C:8]1[C:12]([CH3:13])=[C:3]([C:1]#[N:2])[C:4](=[O:5])[NH:6][C:9]=1[CH3:10]. The catalyst class is: 14. (7) Reactant: [CH3:1][N:2]1[C:7]([CH3:9])([CH3:8])[CH2:6][CH:5]([NH2:10])[CH2:4][C:3]1([CH3:12])[CH3:11].[Cl:13][C:14]1[N:15]=[N:16][C:17](Cl)=[CH:18][CH:19]=1. Product: [Cl:13][C:14]1[N:15]=[N:16][C:17]([NH:10][CH:5]2[CH2:6][C:7]([CH3:8])([CH3:9])[N:2]([CH3:1])[C:3]([CH3:12])([CH3:11])[CH2:4]2)=[CH:18][CH:19]=1. The catalyst class is: 51.